From a dataset of Catalyst prediction with 721,799 reactions and 888 catalyst types from USPTO. Predict which catalyst facilitates the given reaction. (1) Product: [C:11]([C:13]1([CH3:30])[CH2:18][CH2:17][N:16]([C:19]([O:21][CH2:22][C:23]2[CH:24]=[CH:25][CH:26]=[CH:27][CH:28]=2)=[O:20])[CH2:15][CH2:14]1)#[N:12]. Reactant: [Li+].C[Si]([N-][Si](C)(C)C)(C)C.[C:11]([CH:13]1[CH2:18][CH2:17][N:16]([C:19]([O:21][CH2:22][C:23]2[CH:28]=[CH:27][CH:26]=[CH:25][CH:24]=2)=[O:20])[CH2:15][CH2:14]1)#[N:12].N[C@H:30](C(O)=O)CCSC.[NH4+].[Cl-]. The catalyst class is: 1. (2) Reactant: [Cl:1][C:2]1[CH:3]=[C:4]([NH:19][C:20]2[C:21]3[N:28]([CH2:29][CH2:30][NH:31]C(=O)OC(C)(C)C)[CH:27]=[CH:26][C:22]=3[N:23]=[CH:24][N:25]=2)[CH:5]=[CH:6][C:7]=1[O:8][C:9]1[CH:17]=[CH:16][CH:15]=[C:14]2[C:10]=1[CH2:11][C:12](=[O:18])[NH:13]2.[ClH:39]. The catalyst class is: 8. Product: [ClH:1].[ClH:39].[NH2:31][CH2:30][CH2:29][N:28]1[C:21]2[C:20]([NH:19][C:4]3[CH:5]=[CH:6][C:7]([O:8][C:9]4[CH:17]=[CH:16][CH:15]=[C:14]5[C:10]=4[CH2:11][C:12](=[O:18])[NH:13]5)=[C:2]([Cl:1])[CH:3]=3)=[N:25][CH:24]=[N:23][C:22]=2[CH:26]=[CH:27]1. (3) Reactant: Br[C:2]1[CH:3]=[CH:4][C:5]([O:21][CH3:22])=[C:6]([NH:8][C:9]2[S:10][CH:11]=[C:12]([C:14]3[S:18][C:17]([CH3:19])=[N:16][C:15]=3[CH3:20])[N:13]=2)[CH:7]=1.[CH3:23][C:24]1([CH3:40])[C:28]([CH3:30])([CH3:29])[O:27][B:26]([B:26]2[O:27][C:28]([CH3:30])([CH3:29])[C:24]([CH3:40])([CH3:23])[O:25]2)[O:25]1.C(Cl)Cl.CC([O-])=O.[K+]. The catalyst class is: 75. Product: [CH3:19][C:17]1[S:18][C:14]([C:12]2[N:13]=[C:9]([NH:8][C:6]3[CH:7]=[C:2]([B:26]4[O:27][C:28]([CH3:30])([CH3:29])[C:24]([CH3:40])([CH3:23])[O:25]4)[CH:3]=[CH:4][C:5]=3[O:21][CH3:22])[S:10][CH:11]=2)=[C:15]([CH3:20])[N:16]=1. (4) Reactant: [CH3:1][S:2]([C:5]1[CH:10]=[CH:9][C:8]([N:11]2[CH2:16][CH2:15][NH:14][CH2:13][CH2:12]2)=[CH:7][CH:6]=1)(=[O:4])=[O:3].[C:17]([O:21][C:22]([N:24]1[CH2:29][CH2:28][CH:27]([CH:30]=O)[CH2:26][CH2:25]1)=[O:23])([CH3:20])([CH3:19])[CH3:18].C(O[BH-](OC(=O)C)OC(=O)C)(=O)C.[Na+].CN=C=O. Product: [C:17]([O:21][C:22]([N:24]1[CH2:29][CH2:28][CH:27]([CH2:30][N:14]2[CH2:15][CH2:16][N:11]([C:8]3[CH:7]=[CH:6][C:5]([S:2]([CH3:1])(=[O:3])=[O:4])=[CH:10][CH:9]=3)[CH2:12][CH2:13]2)[CH2:26][CH2:25]1)=[O:23])([CH3:20])([CH3:18])[CH3:19]. The catalyst class is: 2. (5) Reactant: [CH2:1]([C:3]1[CH:8]=[CH:7][C:6]([C:9]2[C:18]3[C:13](=[CH:14][CH:15]=[C:16]([C:19]#[C:20][C:21]4[CH:31]=[CH:30][C:24]([C:25]([O:27]CC)=[O:26])=[CH:23][CH:22]=4)[CH:17]=3)[S:12][C:11]([CH3:33])([CH3:32])[CH:10]=2)=[CH:5][CH:4]=1)[CH3:2].[OH-].[Na+].Cl. Product: [CH2:1]([C:3]1[CH:4]=[CH:5][C:6]([C:9]2[C:18]3[C:13](=[CH:14][CH:15]=[C:16]([C:19]#[C:20][C:21]4[CH:22]=[CH:23][C:24]([C:25]([OH:27])=[O:26])=[CH:30][CH:31]=4)[CH:17]=3)[S:12][C:11]([CH3:32])([CH3:33])[CH:10]=2)=[CH:7][CH:8]=1)[CH3:2]. The catalyst class is: 242. (6) Reactant: [Br:1][C:2]1[CH:3]=[CH:4][C:5]2[S:9](=[O:11])(=[O:10])[NH:8][CH:7]([CH3:12])[C:6]=2[CH:13]=1.Cl[CH2:15][CH2:16][S:17][CH3:18].C([O-])([O-])=O.[K+].[K+].N#N. Product: [Br:1][C:2]1[CH:3]=[CH:4][C:5]2[S:9](=[O:10])(=[O:11])[N:8]([CH2:15][CH2:16][S:17][CH3:18])[CH:7]([CH3:12])[C:6]=2[CH:13]=1. The catalyst class is: 39. (7) Reactant: [CH:1]1[CH:2]=[CH:3][C:4]([NH:11][C:12]2[C:13]([Cl:19])=[CH:14][CH:15]=[CH:16][C:17]=2[Cl:18])=[C:5]([CH2:7][C:8]([OH:10])=[O:9])[CH:6]=1.[CH2:20]([OH:26])[CH2:21][O:22][CH2:23][CH2:24]O.S(Cl)(Cl)=O.C(=O)([O-])[O-].[K+].[K+]. Product: [Cl:19][C:13]1[CH:14]=[CH:15][CH:16]=[C:17]([Cl:18])[C:12]=1[NH:11][C:4]1[CH:3]=[CH:2][CH:1]=[CH:6][C:5]=1[CH2:7][C:8]([O:10][CH2:24][CH2:23][O:22][CH2:21][CH2:20][OH:26])=[O:9]. The catalyst class is: 11.